From a dataset of Reaction yield outcomes from USPTO patents with 853,638 reactions. Predict the reaction yield, written as a fraction of the theoretical maximum amount of product (1.0 means a 100% yield; for example, 0.34 means a 34% yield). (1) The reactants are Br[C:2]1[CH:7]=[CH:6][C:5]2[C:8]3[CH2:13][CH2:12][N:11]([C:14]([O:16][C:17]([CH3:20])([CH3:19])[CH3:18])=[O:15])[CH2:10][C:9]=3[S:21][C:4]=2[CH:3]=1.[CH2:22]([C:30]1[CH:35]=[CH:34][NH:33][C:32](=[O:36])[CH:31]=1)[CH2:23][C:24]1[CH:29]=[CH:28][CH:27]=[CH:26][CH:25]=1. No catalyst specified. The product is [O:36]=[C:32]1[CH:31]=[C:30]([CH2:22][CH2:23][C:24]2[CH:25]=[CH:26][CH:27]=[CH:28][CH:29]=2)[CH:35]=[CH:34][N:33]1[C:2]1[CH:7]=[CH:6][C:5]2[C:8]3[CH2:13][CH2:12][N:11]([C:14]([O:16][C:17]([CH3:20])([CH3:19])[CH3:18])=[O:15])[CH2:10][C:9]=3[S:21][C:4]=2[CH:3]=1. The yield is 0.620. (2) The reactants are C(N(C(C)C)CC)(C)C.Cl.COC(=O)[C@H](C[C:17]([C:19]1[S:20][CH:21]=[CH:22][CH:23]=1)=[O:18])N.[Cl:25][C:26]1[CH:34]=[C:33]([C:35]([NH:37][CH2:38][C:39]2[CH:44]=[C:43]([OH:45])[CH:42]=[C:41]([OH:46])[CH:40]=2)=[O:36])[CH:32]=[CH:31][C:27]=1[C:28]([OH:30])=O.CN(C(O[N:55]1N=[N:62][C:57]2[CH:58]=CC=C[C:56]1=2)=[N+](C)C)C.F[P-](F)(F)(F)(F)F.C1C=CC2N([OH:80])N=NC=2C=1.CN(C)[CH:83]=[O:84]. No catalyst specified. The product is [Cl:25][C:26]1[CH:34]=[C:33]([C:35]([NH:37][CH2:38][C:39]2[CH:44]=[C:43]([OH:45])[CH:42]=[C:41]([OH:46])[CH:40]=2)=[O:36])[CH:32]=[CH:31][C:27]=1[C:28]([NH:62][C@H:57]([C:58]([O:84][CH3:83])=[O:80])[CH2:56][NH:55][C:17]([C:19]1[S:20][CH:21]=[CH:22][CH:23]=1)=[O:18])=[O:30]. The yield is 0.410. (3) The reactants are [C:1]([C:3]1[CH:4]=[N:5][CH:6]=[C:7]([CH:20]=1)[C:8]([N:10]=[S@@:11]([CH3:19])(=[O:18])[C:12]1[CH:17]=[CH:16][CH:15]=[CH:14][CH:13]=1)=[O:9])#[CH:2].I[C:22]1[CH:27]=[CH:26][C:25]([OH:28])=[CH:24][CH:23]=1.C(N(CC)CC)C. The catalyst is Cl[Pd](Cl)([P](C1C=CC=CC=1)(C1C=CC=CC=1)C1C=CC=CC=1)[P](C1C=CC=CC=1)(C1C=CC=CC=1)C1C=CC=CC=1.[Cu]I.CN(C=O)C. The product is [OH:28][C:25]1[CH:26]=[CH:27][C:22]([C:2]#[C:1][C:3]2[CH:4]=[N:5][CH:6]=[C:7]([CH:20]=2)[C:8]([N:10]=[S@@:11]([CH3:19])(=[O:18])[C:12]2[CH:13]=[CH:14][CH:15]=[CH:16][CH:17]=2)=[O:9])=[CH:23][CH:24]=1. The yield is 0.450.